Regression. Given a peptide amino acid sequence and an MHC pseudo amino acid sequence, predict their binding affinity value. This is MHC class II binding data. From a dataset of Peptide-MHC class II binding affinity with 134,281 pairs from IEDB. The peptide sequence is GSRAIWYMWLGARYLHHHHHH. The MHC is DRB3_0301 with pseudo-sequence DRB3_0301. The binding affinity (normalized) is 0.